This data is from Forward reaction prediction with 1.9M reactions from USPTO patents (1976-2016). The task is: Predict the product of the given reaction. (1) The product is: [Cl:27][C:24]1[CH:25]=[CH:26][C:11]([NH:10][C:39]([C:37]2[CH:36]=[CH:35][C:34]3[O:28][CH2:29][CH2:30][CH2:31][O:32][C:33]=3[CH:38]=2)=[O:40])=[C:12]([C:13]([NH:15][CH2:16][CH:17]2[CH2:22][CH2:21][CH2:20][CH2:19][CH2:18]2)=[O:14])[CH:23]=1. Given the reactants C(N(C(C)C)CC)(C)C.[NH2:10][C:11]1[CH:26]=[CH:25][C:24]([Cl:27])=[CH:23][C:12]=1[C:13]([NH:15][CH2:16][CH:17]1[CH2:22][CH2:21][CH2:20][CH2:19][CH2:18]1)=[O:14].[O:28]1[C:34]2[CH:35]=[CH:36][C:37]([C:39](Cl)=[O:40])=[CH:38][C:33]=2[O:32][CH2:31][CH2:30][CH2:29]1, predict the reaction product. (2) Given the reactants Cl[C:2]1[C:14]2[C:13]3[CH:12]=[CH:11][C:10]([C:15]([F:18])([F:17])[F:16])=[CH:9][C:8]=3[NH:7][C:6]=2[C:5]([C:19]#[N:20])=[CH:4][N:3]=1.[NH4+:21].[OH-:22].O([Si](C)(C)C)[K], predict the reaction product. The product is: [NH2:21][C:2]1[C:14]2[C:13]3[CH:12]=[CH:11][C:10]([C:15]([F:18])([F:17])[F:16])=[CH:9][C:8]=3[NH:7][C:6]=2[C:5]([C:19]([NH2:20])=[O:22])=[CH:4][N:3]=1. (3) Given the reactants [OH:1][CH2:2][C:3]1([C:8]#[N:9])[CH2:7][CH2:6][CH2:5][CH2:4]1.C(N(CC)CC)C.O, predict the reaction product. The product is: [CH:2]([C:3]1([C:8]#[N:9])[CH2:7][CH2:6][CH2:5][CH2:4]1)=[O:1]. (4) Given the reactants [CH3:1][CH2:2][C:3](=[O:6])[CH2:4][CH3:5].[CH3:7]O.[C:9](OC)(OC)([O:11]C)C, predict the reaction product. The product is: [CH3:7][O:6][C:3]([O:11][CH3:9])([CH2:4][CH3:5])[CH2:2][CH3:1]. (5) Given the reactants [C:1]([O:5][C:6]([NH:8][CH2:9][CH2:10]Br)=[O:7])([CH3:4])([CH3:3])[CH3:2].[CH3:12][NH:13][CH:14]1[CH2:19][CH2:18][CH2:17][CH2:16][CH2:15]1.C(=O)([O-])[O-].[K+].[K+].[I-].[Na+], predict the reaction product. The product is: [C:1]([O:5][C:6]([NH:8][CH2:9][CH2:10][N:13]([CH:14]1[CH2:19][CH2:18][CH2:17][CH2:16][CH2:15]1)[CH3:12])=[O:7])([CH3:4])([CH3:3])[CH3:2]. (6) Given the reactants Br[CH:2]([C:4]1[CH:9]=[CH:8][C:7]([N+:10]([O-:12])=[O:11])=[CH:6][CH:5]=1)[CH3:3].[CH3:13][NH:14][CH3:15].C(=O)([O-])[O-].[K+].[K+].CCOC(C)=O, predict the reaction product. The product is: [CH3:13][N:14]([CH3:15])[CH:2]([C:4]1[CH:9]=[CH:8][C:7]([N+:10]([O-:12])=[O:11])=[CH:6][CH:5]=1)[CH3:3].